Dataset: Forward reaction prediction with 1.9M reactions from USPTO patents (1976-2016). Task: Predict the product of the given reaction. (1) Given the reactants [C:1]([O:5][C:6]([NH:8][C:9]1[O:10][C:11]([C:14]([O:16]CC)=[O:15])=[CH:12][N:13]=1)=[O:7])([CH3:4])([CH3:3])[CH3:2].[Li+].[OH-], predict the reaction product. The product is: [C:1]([O:5][C:6]([NH:8][C:9]1[O:10][C:11]([C:14]([OH:16])=[O:15])=[CH:12][N:13]=1)=[O:7])([CH3:4])([CH3:2])[CH3:3]. (2) The product is: [Br:1][C:2]1[CH:3]=[C:4]2[C:10](=[CH:29][C:25]3[CH:24]=[C:23]4[C:28]([C:20](/[CH:19]=[CH:18]/[C:14]5[CH:13]=[N:12][CH:17]=[CH:16][CH:15]=5)=[N:21][NH:22]4)=[CH:27][CH:26]=3)[C:9](=[O:11])[NH:8][C:5]2=[N:6][CH:7]=1. Given the reactants [Br:1][C:2]1[CH:3]=[C:4]2[CH2:10][C:9](=[O:11])[NH:8][C:5]2=[N:6][CH:7]=1.[N:12]1[CH:17]=[CH:16][CH:15]=[C:14](/[CH:18]=[CH:19]/[C:20]2[C:28]3[C:23](=[CH:24][C:25]([CH:29]=O)=[CH:26][CH:27]=3)[NH:22][N:21]=2)[CH:13]=1, predict the reaction product. (3) Given the reactants [NH2:1][C:2]1[CH:7]=[CH:6][CH:5]=[CH:4][CH:3]=1.[Cl:8][CH2:9][C:10](Cl)=[O:11].Cl, predict the reaction product. The product is: [Cl:8][CH2:9][C:10]([NH:1][C:2]1[CH:7]=[CH:6][CH:5]=[CH:4][CH:3]=1)=[O:11]. (4) Given the reactants [CH:1](=O)[C:2]1[CH:7]=[CH:6][CH:5]=[CH:4][CH:3]=1.N1C=CC=C(C=O)C=1.[NH2:17][CH2:18][CH2:19][CH2:20][CH2:21][N:22]1[C:34]2[C:33]3[CH:32]=[CH:31][CH:30]=[CH:29][C:28]=3[N:27]=[C:26]([NH2:35])[C:25]=2[N:24]=[C:23]1[CH2:36][O:37][CH2:38][CH3:39].NCCCCN1C2C3C=CC=CC=3N=C(N)C=2N=C1COC.FC(F)(F)C([O-])=O, predict the reaction product. The product is: [CH2:1]([NH:17][CH2:18][CH2:19][CH2:20][CH2:21][N:22]1[C:34]2[C:33]3[CH:32]=[CH:31][CH:30]=[CH:29][C:28]=3[N:27]=[C:26]([NH2:35])[C:25]=2[N:24]=[C:23]1[CH2:36][O:37][CH2:38][CH3:39])[C:2]1[CH:7]=[CH:6][CH:5]=[CH:4][CH:3]=1.